Dataset: Forward reaction prediction with 1.9M reactions from USPTO patents (1976-2016). Task: Predict the product of the given reaction. (1) Given the reactants CC1(C)[N:6](C(OC(C)(C)C)=O)[C@:5]([CH3:39])([C:14]([NH:16][NH:17][C:18](=O)[C:19]2[CH:24]=[CH:23][C:22]([O:25][CH2:26][CH2:27][CH2:28][CH2:29][CH2:30][CH2:31][CH2:32][CH3:33])=[C:21]([C:34]([F:37])([F:36])[F:35])[CH:20]=2)=O)[CH2:4][O:3]1.[OH2:41].C1(C)C=CC([S:48](O)(=O)=[O:49])=CC=1, predict the reaction product. The product is: [NH2:6][C@@:5]([C:14]1[S:48][C:18]([C:19]2[CH:24]=[CH:23][C:22]([O:25][CH2:26][CH2:27][CH2:28][CH2:29][CH2:30][CH2:31][CH2:32][CH3:33])=[C:21]([C:34]([F:37])([F:36])[F:35])[CH:20]=2)=[N:17][N:16]=1)([CH3:39])[CH2:4][OH:3].[C:21]([OH:49])([C:34]([F:37])([F:36])[F:35])=[O:41]. (2) Given the reactants CS([C:5]1[N:10]=[C:9]([C:11]2[N:15]3[CH:16]=[CH:17][CH:18]=[CH:19][C:14]3=[N:13][C:12]=2[C:20]2[CH:25]=[CH:24][CH:23]=[C:22]([CH3:26])[N:21]=2)[CH:8]=[CH:7][N:6]=1)(=O)=O.[N:27]1[CH:32]=[CH:31][CH:30]=[CH:29][C:28]=1[CH2:33][CH2:34][NH2:35], predict the reaction product. The product is: [CH3:26][C:22]1[N:21]=[C:20]([C:12]2[N:13]=[C:14]3[CH:19]=[CH:18][CH:17]=[CH:16][N:15]3[C:11]=2[C:9]2[CH:8]=[CH:7][N:6]=[C:5]([NH:35][CH2:34][CH2:33][C:28]3[CH:29]=[CH:30][CH:31]=[CH:32][N:27]=3)[N:10]=2)[CH:25]=[CH:24][CH:23]=1.